From a dataset of Forward reaction prediction with 1.9M reactions from USPTO patents (1976-2016). Predict the product of the given reaction. (1) Given the reactants [Cl:1][C:2]1[CH:3]=[C:4]2[C:9](=[CH:10][CH:11]=1)[CH:8]=[C:7]([S:12]([CH2:15][CH2:16][C:17]([N:19]1[CH2:24][CH2:23][CH:22]([NH2:25])[CH2:21][CH2:20]1)=[O:18])(=[O:14])=[O:13])[CH:6]=[CH:5]2.[CH2:26]([C:28]1[NH:29][C:30]([CH:34]=O)=[C:31]([CH3:33])[N:32]=1)[CH3:27], predict the reaction product. The product is: [Cl:1][C:2]1[CH:3]=[C:4]2[C:9](=[CH:10][CH:11]=1)[CH:8]=[C:7]([S:12]([CH2:15][CH2:16][C:17]([N:19]1[CH2:24][CH2:23][CH:22]([NH:25][CH2:33][C:31]3[NH:32][C:28]([CH2:26][CH3:27])=[N:29][C:30]=3[CH3:34])[CH2:21][CH2:20]1)=[O:18])(=[O:14])=[O:13])[CH:6]=[CH:5]2. (2) Given the reactants CN(C)CCN.[CH:7]1([CH2:13][O:14][N:15]2C(=O)C3=CC=CC=C3C2=O)[CH2:12][CH2:11][CH2:10][CH2:9][CH2:8]1.C(O)(=O)C.[Cl:30][C:31]1[CH:36]=[CH:35][C:34]([NH:37][S:38]([C:41]([F:44])([F:43])[F:42])(=[O:40])=[O:39])=[C:33]([C:45](=O)[CH2:46][CH3:47])[CH:32]=1, predict the reaction product. The product is: [Cl:30][C:31]1[CH:36]=[CH:35][C:34]([NH:37][S:38]([C:41]([F:44])([F:43])[F:42])(=[O:40])=[O:39])=[C:33]([C:45](=[N:15][O:14][CH2:13][CH:7]2[CH2:12][CH2:11][CH2:10][CH2:9][CH2:8]2)[CH2:46][CH3:47])[CH:32]=1. (3) The product is: [Cl:29][C:28]1[CH:27]=[C:26]([OH:9])[CH:25]=[N:24][C:23]=1[Cl:22]. Given the reactants ClC1C(OCC(C)C)=NC=C(B2OC(C)(C)C(C)(C)[O:9]2)C=1.[Cl:22][C:23]1[C:28]([Cl:29])=[CH:27][C:26](B2OC(C)(C)C(C)(C)O2)=[CH:25][N:24]=1, predict the reaction product. (4) Given the reactants [NH2:1][C:2]1[NH:6][N:5]=[C:4]([NH:7][C:8]2[CH:13]=[CH:12][C:11]([N+:14]([O-:16])=[O:15])=[CH:10][CH:9]=2)[C:3]=1[C:17]#[N:18].C(=O)([O-])[O-:20].[K+].[K+].OO, predict the reaction product. The product is: [NH2:1][C:2]1[NH:6][N:5]=[C:4]([NH:7][C:8]2[CH:9]=[CH:10][C:11]([N+:14]([O-:16])=[O:15])=[CH:12][CH:13]=2)[C:3]=1[C:17]([NH2:18])=[O:20].